From a dataset of Catalyst prediction with 721,799 reactions and 888 catalyst types from USPTO. Predict which catalyst facilitates the given reaction. (1) Reactant: [Si]([O:8][C:9]1[CH:10]=[CH:11][C:12]2[O:16][C:15](=[O:17])[N:14]([CH2:18][C:19]([N:21]([CH3:28])[C:22]3[CH:27]=[CH:26][CH:25]=[CH:24][CH:23]=3)=[O:20])[C:13]=2[CH:29]=1)(C(C)(C)C)(C)C.Cl.O. Product: [OH:8][C:9]1[CH:10]=[CH:11][C:12]2[O:16][C:15](=[O:17])[N:14]([CH2:18][C:19]([N:21]([CH3:28])[C:22]3[CH:23]=[CH:24][CH:25]=[CH:26][CH:27]=3)=[O:20])[C:13]=2[CH:29]=1. The catalyst class is: 7. (2) Reactant: CN(C(ON1N=NC2C=CC=NC1=2)=[N+](C)C)C.F[P-](F)(F)(F)(F)F.[CH3:25][O:26][C@:27]1([C:36]2[CH:45]=[CH:44][C:43]3[C:38](=[CH:39][C:40]([CH:48]=[CH2:49])=[C:41]([O:46][CH3:47])[CH:42]=3)[CH:37]=2)[CH2:31][NH:30][C@H:29]([C:32]([O:34][CH3:35])=[O:33])[CH2:28]1.[CH2:50]([O:57][C:58]([NH:60][C@@H:61]([C:65]([CH3:68])([CH3:67])[CH3:66])[C:62](O)=[O:63])=[O:59])[CH2:51][CH2:52][CH2:53][CH2:54][CH:55]=[CH2:56].CCN(C(C)C)C(C)C. Product: [CH2:50]([O:57][C:58]([NH:60][C@@H:61]([C:65]([CH3:68])([CH3:67])[CH3:66])[C:62]([N:30]1[CH2:31][C@:27]([O:26][CH3:25])([C:36]2[CH:45]=[CH:44][C:43]3[C:38](=[CH:39][C:40]([CH:48]=[CH2:49])=[C:41]([O:46][CH3:47])[CH:42]=3)[CH:37]=2)[CH2:28][C@H:29]1[C:32]([O:34][CH3:35])=[O:33])=[O:63])=[O:59])[CH2:51][CH2:52][CH2:53][CH2:54][CH:55]=[CH2:56]. The catalyst class is: 2. (3) Reactant: Cl[C:2]1[C:3]2[CH2:11][CH2:10][N:9]([C:12]3[C:17]([Cl:18])=[CH:16][CH:15]=[CH:14][N:13]=3)[CH2:8][C:4]=2[N:5]=[CH:6][N:7]=1.[NH2:19][C:20]1[CH:25]=[CH:24][CH:23]=[CH:22][CH:21]=1. Product: [Cl:18][C:17]1[C:12]([N:9]2[CH2:10][CH2:11][C:3]3[C:2]([NH:19][C:20]4[CH:25]=[CH:24][CH:23]=[CH:22][CH:21]=4)=[N:7][CH:6]=[N:5][C:4]=3[CH2:8]2)=[N:13][CH:14]=[CH:15][CH:16]=1. The catalyst class is: 10. (4) Reactant: [CH2:1]([O:5][C:6]([NH:8][CH2:9][CH:10]1[CH2:15][CH2:14][N:13]([C:16]2[N:20]([CH3:21])[N:19]=[CH:18][C:17]=2[NH:22][C:23]([C:25]2[N:26]=[C:27](Br)[S:28][C:29]=2[NH:30][C:31](=[O:37])[O:32][C:33]([CH3:36])([CH3:35])[CH3:34])=[O:24])[CH2:12][CH2:11]1)=[O:7])[CH2:2][CH2:3][CH3:4].C([O-])([O-])=O.[Na+].[Na+].[CH:45]1(/[CH:51]=[CH:52]/B(O)O)[CH2:50][CH2:49][CH2:48][CH2:47][CH2:46]1. Product: [CH2:1]([O:5][C:6]([NH:8][CH2:9][CH:10]1[CH2:15][CH2:14][N:13]([C:16]2[N:20]([CH3:21])[N:19]=[CH:18][C:17]=2[NH:22][C:23]([C:25]2[N:26]=[C:27](/[CH:52]=[CH:51]/[CH:45]3[CH2:50][CH2:49][CH2:48][CH2:47][CH2:46]3)[S:28][C:29]=2[NH:30][C:31](=[O:37])[O:32][C:33]([CH3:36])([CH3:35])[CH3:34])=[O:24])[CH2:12][CH2:11]1)=[O:7])[CH2:2][CH2:3][CH3:4]. The catalyst class is: 622.